Predict the product of the given reaction. From a dataset of Forward reaction prediction with 1.9M reactions from USPTO patents (1976-2016). (1) Given the reactants [CH3:1][NH:2][CH2:3][CH2:4][C:5]#[C:6][C:7]1[CH:12]=[CH:11][CH:10]=[CH:9][N:8]=1.[C:13]1([CH2:19][C:20](Cl)=[O:21])[CH:18]=[CH:17][CH:16]=[CH:15][CH:14]=1, predict the reaction product. The product is: [CH3:1][N:2]([CH2:3][CH2:4][C:5]#[C:6][C:7]1[CH:12]=[CH:11][CH:10]=[CH:9][N:8]=1)[C:20](=[O:21])[CH2:19][C:13]1[CH:18]=[CH:17][CH:16]=[CH:15][CH:14]=1. (2) Given the reactants C([O:8][C:9]1[CH:18]=[C:17]2[C:12]([C:13](=O)[NH:14][CH:15]=[N:16]2)=[CH:11][C:10]=1[O:20][CH3:21])C1C=CC=CC=1.CN(C)C=O.S(Cl)([Cl:29])=O, predict the reaction product. The product is: [Cl:29][C:13]1[C:12]2[C:17](=[CH:18][C:9]([OH:8])=[C:10]([O:20][CH3:21])[CH:11]=2)[N:16]=[CH:15][N:14]=1. (3) Given the reactants C(O)C(N)(CO)CO.Cl.C1N=C2N([C@@H]3O[C@H](COP(OP(OP(O)(O)=O)(O)=O)(O)=O)[C@@H](O)C3)C=NC2=C(N)N=1.P(OC[C@H]1O[C@@H](N2C3N=C(N)NC(=O)C=3N=C2)C[C@@H]1O)(OP(OP(O)(O)=O)(O)=O)(=O)O.P(OC[C@H]1O[C@@H](N2C=CC(N)=NC2=O)C[C@@H]1O)(OP(OP(O)(O)=O)(O)=O)(=O)O.OP(=O)(OC[C@H]1O[C@@H](N2C=C(C)C(=O)NC2=O)C[C@@H]1O)OP(=O)(OP(=O)(O)O)O.[Fe:128].[C:129]([OH:140])(=[O:139])[C:130]1[CH:138]=[C:136]([OH:137])[C:134]([OH:135])=[C:132]([OH:133])[CH:131]=1, predict the reaction product. The product is: [Fe:128].[C:129]([OH:140])(=[O:139])[C:130]1[CH:138]=[C:136]([OH:137])[C:134]([OH:135])=[C:132]([OH:133])[CH:131]=1. (4) Given the reactants N1CCCCC1[C:7]1[N:12]=[CH:11][C:10](Br)=[CH:9][N:8]=1.[Si]([C:18]#[CH:19])(C)(C)C.C(N(CC)CC)C.CCCC[N+:31]([CH2:40][CH2:41][CH2:42][CH3:43])([CH2:36]CCC)CCCC.[F-], predict the reaction product. The product is: [C:18]([C:10]1[CH:11]=[N:12][C:7]([N:31]2[CH2:36][CH2:43][CH2:42][CH2:41][CH2:40]2)=[N:8][CH:9]=1)#[CH:19]. (5) Given the reactants [NH:1]1[C:5](=[O:6])[CH2:4][CH2:3][C@H:2]1[C:7]([OH:9])=[O:8].[CH:10](O)([CH3:12])[CH3:11], predict the reaction product. The product is: [NH:1]1[C:5](=[O:6])[CH2:4][CH2:3][C@H:2]1[C:7]([O:9][CH:10]([CH3:12])[CH3:11])=[O:8]. (6) Given the reactants [CH3:1][S:2]([CH2:5][C:6]([NH:14][C:15]([C:17]1[CH:22]=[C:21]([O:23][CH2:24][C:25]([F:28])([F:27])[F:26])[C:20](Br)=[CH:19][N:18]=1)=[O:16])([CH3:13])[C:7]1[N:11]=[C:10]([CH3:12])[O:9][N:8]=1)(=[O:4])=[O:3].[Br-].[CH:31]1([Zn+])[CH2:33][CH2:32]1, predict the reaction product. The product is: [CH3:1][S:2]([CH2:5][C:6]([NH:14][C:15]([C:17]1[CH:22]=[C:21]([O:23][CH2:24][C:25]([F:28])([F:27])[F:26])[C:20]([CH:31]2[CH2:33][CH2:32]2)=[CH:19][N:18]=1)=[O:16])([CH3:13])[C:7]1[N:11]=[C:10]([CH3:12])[O:9][N:8]=1)(=[O:4])=[O:3]. (7) Given the reactants [Cl:1][C:2]1[CH:7]=[CH:6][CH:5]=[C:4]([Cl:8])[C:3]=1[C:9]1[C:14]2[O:15][C@@H:16]([CH2:19][NH2:20])[CH2:17][O:18][C:13]=2[CH:12]=[C:11]([F:21])[CH:10]=1.[C:36]([C@](C(O)=O)(O)[C@]([C:36](=[O:43])[C:37]1[CH:42]=[CH:41][CH:40]=[CH:39][CH:38]=1)(O)C(O)=O)(=[O:43])[C:37]1[CH:42]=[CH:41][CH:40]=[CH:39][CH:38]=1.C1C[O:51][CH2:50]C1, predict the reaction product. The product is: [Cl:8][C:4]1[CH:5]=[CH:6][CH:7]=[C:2]([Cl:1])[C:3]=1[C:9]1[C:14]2[O:15][C@@H:16]([CH2:19][N:20]3[C:36](=[O:43])[C:37]4[C:38](=[CH:39][CH:40]=[CH:41][CH:42]=4)[C:50]3=[O:51])[CH2:17][O:18][C:13]=2[CH:12]=[C:11]([F:21])[CH:10]=1.